From a dataset of Forward reaction prediction with 1.9M reactions from USPTO patents (1976-2016). Predict the product of the given reaction. (1) Given the reactants [F:1][C:2]1[CH:7]=[CH:6][C:5]([N+:8]([O-])=O)=[CH:4][C:3]=1[C:11]1[CH:16]=[CH:15][N:14]=[CH:13][CH:12]=1, predict the reaction product. The product is: [F:1][C:2]1[CH:7]=[CH:6][C:5]([NH2:8])=[CH:4][C:3]=1[C:11]1[CH:12]=[CH:13][N:14]=[CH:15][CH:16]=1. (2) The product is: [C:1]([O:5][C:6]([N:8]1[CH2:13][CH2:12][CH:11]([CH:14]2[O:23][C:17]3=[CH:18][N:19]=[C:20]([C:32]4[CH:31]=[CH:30][C:29]([NH:28][S:25]([CH3:24])(=[O:26])=[O:27])=[CH:34][CH:33]=4)[CH:21]=[C:16]3[CH2:15]2)[CH2:10][CH2:9]1)=[O:7])([CH3:4])([CH3:3])[CH3:2]. Given the reactants [C:1]([O:5][C:6]([N:8]1[CH2:13][CH2:12][CH:11]([CH:14]2[O:23][C:17]3=[CH:18][N:19]=[C:20](Cl)[CH:21]=[C:16]3[CH2:15]2)[CH2:10][CH2:9]1)=[O:7])([CH3:4])([CH3:3])[CH3:2].[CH3:24][S:25]([NH:28][C:29]1[CH:34]=[CH:33][C:32](B(O)O)=[CH:31][CH:30]=1)(=[O:27])=[O:26], predict the reaction product. (3) The product is: [NH2:4][C:5]1[C:6]([N+:14]([O-:16])=[O:15])=[CH:7][C:8]2[O:12][CH2:11][CH2:10][C:9]=2[CH:13]=1. Given the reactants C([NH:4][C:5]1[C:6]([N+:14]([O-:16])=[O:15])=[CH:7][C:8]2[O:12][CH2:11][CH2:10][C:9]=2[CH:13]=1)(=O)C, predict the reaction product. (4) Given the reactants C([O:9][C@H:10]1[C@:14]([F:16])([CH3:15])[C@H:13]([N:17]2[CH:25]=[N:24][C:23]3[C:18]2=[N:19][C:20]([NH2:27])=[N:21][C:22]=3Cl)[O:12][C@@H:11]1[CH2:28][O:29]C(=O)C1C=CC=CC=1)(=O)C1C=CC=CC=1.Cl.[CH3:39][NH:40][CH:41]1[CH2:44][CH2:43][CH2:42]1.C(N(CC)CC)C.[NH4+].[OH-], predict the reaction product. The product is: [NH2:27][C:20]1[N:19]=[C:18]2[C:23]([N:24]=[CH:25][N:17]2[C@@H:13]2[O:12][C@H:11]([CH2:28][OH:29])[C@@H:10]([OH:9])[C@:14]2([F:16])[CH3:15])=[C:22]([N:40]([CH:41]2[CH2:44][CH2:43][CH2:42]2)[CH3:39])[N:21]=1. (5) Given the reactants [Cl:1][C:2]1[CH:33]=[CH:32][C:5]([C:6]([N:8]2[CH2:12][CH2:11][C@@H:10]([NH:13][C:14]3[CH:19]=[CH:18][C:17](/[CH:20]=[CH:21]/[C:22]([NH:24][O:25]C4CCCCO4)=[O:23])=[CH:16][CH:15]=3)[CH2:9]2)=[O:7])=[CH:4][CH:3]=1.CO.Cl.CC#N, predict the reaction product. The product is: [ClH:1].[Cl:1][C:2]1[CH:3]=[CH:4][C:5]([C:6]([N:8]2[CH2:12][CH2:11][C@@H:10]([NH:13][C:14]3[CH:19]=[CH:18][C:17](/[CH:20]=[CH:21]/[C:22]([NH:24][OH:25])=[O:23])=[CH:16][CH:15]=3)[CH2:9]2)=[O:7])=[CH:32][CH:33]=1. (6) Given the reactants [OH-].[Na+].[O:3]=[C:4]1[NH:13][C:12]2[N:11]=[CH:10][CH:9]=[C:8]([O:14][C:15]3[CH:16]=[CH:17][C:18]4[O:22][C@H:21]5[C@H:23]([C:24]([O:26]CC)=[O:25])[C@H:20]5[C:19]=4[CH:29]=3)[C:7]=2[CH2:6][CH2:5]1, predict the reaction product. The product is: [O:3]=[C:4]1[NH:13][C:12]2[N:11]=[CH:10][CH:9]=[C:8]([O:14][C:15]3[CH:16]=[CH:17][C:18]4[O:22][C@H:21]5[C@H:23]([C:24]([OH:26])=[O:25])[C@H:20]5[C:19]=4[CH:29]=3)[C:7]=2[CH2:6][CH2:5]1. (7) The product is: [Cl-:33].[C:1]([C:4]1[C:5]([NH:25][C:26]2[CH:27]=[N:28][CH:29]=[C:30]([F:32])[CH:31]=2)=[N:6][N:7]([C:9]2([CH2:22][C:23]#[N:24])[CH2:10][CH2:11][NH2+:12][CH2:13][CH2:14]2)[CH:8]=1)(=[O:3])[NH2:2]. Given the reactants [C:1]([C:4]1[C:5]([NH:25][C:26]2[CH:27]=[N:28][CH:29]=[C:30]([F:32])[CH:31]=2)=[N:6][N:7]([C:9]2([CH2:22][C:23]#[N:24])[CH2:14][CH2:13][N:12](C(OC(C)(C)C)=O)[CH2:11][CH2:10]2)[CH:8]=1)(=[O:3])[NH2:2].[ClH:33], predict the reaction product.